This data is from Merck oncology drug combination screen with 23,052 pairs across 39 cell lines. The task is: Regression. Given two drug SMILES strings and cell line genomic features, predict the synergy score measuring deviation from expected non-interaction effect. (1) Drug 1: CC1CC2C3CCC4=CC(=O)C=CC4(C)C3(F)C(O)CC2(C)C1(O)C(=O)CO. Drug 2: C#Cc1cccc(Nc2ncnc3cc(OCCOC)c(OCCOC)cc23)c1. Cell line: UWB1289BRCA1. Synergy scores: synergy=6.11. (2) Drug 1: CC(=O)OC1C(=O)C2(C)C(O)CC3OCC3(OC(C)=O)C2C(OC(=O)c2ccccc2)C2(O)CC(OC(=O)C(O)C(NC(=O)c3ccccc3)c3ccccc3)C(C)=C1C2(C)C. Drug 2: O=C(CCCCCCC(=O)Nc1ccccc1)NO. Cell line: DLD1. Synergy scores: synergy=7.66. (3) Drug 1: CC(C)CC(NC(=O)C(Cc1ccccc1)NC(=O)c1cnccn1)B(O)O. Drug 2: COC1=C2CC(C)CC(OC)C(O)C(C)C=C(C)C(OC(N)=O)C(OC)C=CC=C(C)C(=O)NC(=CC1=O)C2=O. Cell line: EFM192B. Synergy scores: synergy=-15.6. (4) Drug 1: CNC(=O)c1cc(Oc2ccc(NC(=O)Nc3ccc(Cl)c(C(F)(F)F)c3)cc2)ccn1. Drug 2: Cn1cc(-c2cnn3c(N)c(Br)c(C4CCCNC4)nc23)cn1. Cell line: LNCAP. Synergy scores: synergy=0.677.